From a dataset of Full USPTO retrosynthesis dataset with 1.9M reactions from patents (1976-2016). Predict the reactants needed to synthesize the given product. (1) Given the product [C:24]([C:21]1[CH:22]=[CH:23][C:18]([C:15]2[CH:16]=[CH:17][C:12]([C@:2]3([NH:1][C:35](=[O:42])[C:36]4[CH:41]=[CH:40][CH:39]=[CH:38][CH:37]=4)[C:7]4=[N:8][CH:9]=[CH:10][CH:11]=[C:6]4[O:5][CH2:4][CH2:3]3)=[CH:13][CH:14]=2)=[CH:19][CH:20]=1)#[N:25], predict the reactants needed to synthesize it. The reactants are: [NH2:1][C@@:2]1([C:12]2[CH:17]=[CH:16][C:15]([C:18]3[CH:23]=[CH:22][C:21]([C:24]#[N:25])=[CH:20][CH:19]=3)=[CH:14][CH:13]=2)[C:7]2=[N:8][CH:9]=[CH:10][CH:11]=[C:6]2[O:5][CH2:4][CH2:3]1.CCN(C(C)C)C(C)C.[C:35](Cl)(=[O:42])[C:36]1[CH:41]=[CH:40][CH:39]=[CH:38][CH:37]=1. (2) Given the product [CH3:30][CH:25]([CH2:24][CH2:23][N:5]1[C:6]2[CH2:7][CH2:8][CH2:9][CH2:10][C:11]=2[C:3]([C:2]([F:1])([F:12])[F:13])=[N:4]1)[C:26]([O:28][CH3:29])=[O:27], predict the reactants needed to synthesize it. The reactants are: [F:1][C:2]([F:13])([F:12])[C:3]1[C:11]2[CH2:10][CH2:9][CH2:8][CH2:7][C:6]=2[NH:5][N:4]=1.CC(C)([O-])C.[K+].[I-].[K+].Br[CH2:23][CH2:24][CH:25]([CH3:30])[C:26]([O:28][CH3:29])=[O:27]. (3) Given the product [F:2][C:3]1[CH:4]=[C:5]2[C:9](=[CH:10][C:11]=1[C:12]1[C:20]3[C:15](=[N:16][CH:17]=[CH:18][C:19]=3[NH:21][S:22]([CH:25]3[CH2:30][CH2:29][N:28]([CH3:35])[CH2:27][CH2:26]3)(=[O:24])=[O:23])[N:14]([CH:31]([CH3:32])[CH3:33])[CH:13]=1)[N:8]([CH3:34])[CH2:7][CH2:6]2, predict the reactants needed to synthesize it. The reactants are: Cl.[F:2][C:3]1[CH:4]=[C:5]2[C:9](=[CH:10][C:11]=1[C:12]1[C:20]3[C:15](=[N:16][CH:17]=[CH:18][C:19]=3[NH:21][S:22]([CH:25]3[CH2:30][CH2:29][NH:28][CH2:27][CH2:26]3)(=[O:24])=[O:23])[N:14]([CH:31]([CH3:33])[CH3:32])[CH:13]=1)[N:8]([CH3:34])[CH2:7][CH2:6]2.[C:35](O)(=O)C.C=O.C([BH3-])#N.[Na+]. (4) Given the product [N:6]12[CH2:13][CH2:12][CH:9]([CH2:10][CH2:11]1)[C@@H:8]([NH:14][C:15]([C:17]1[O:42][C:19]3[C:25]([C:26]4[CH:34]=[CH:33][CH:32]=[CH:39][C:38]=4[OH:37])=[CH:24][CH:23]=[CH:22][C:20]=3[CH:21]=1)=[O:40])[CH2:7]2, predict the reactants needed to synthesize it. The reactants are: B(Br)(Br)Br.Cl.[N:6]12[CH2:13][CH2:12][CH:9]([CH2:10][CH2:11]1)[C@@H:8]([NH:14][C:15]([C:17]1S[C:19]3[C:25]([C:26]4C=C([CH:32]=[CH:33][CH:34]=4)C(O)=O)=[CH:24][CH:23]=[CH:22][C:20]=3[CH:21]=1)=O)[CH2:7]2.C([O:37][CH2:38][CH3:39])C.[OH-:40].[Na+].[OH2:42]. (5) Given the product [NH2:37][C:40]([C:47]1[CH:56]=[CH:55][C:54]2[C:49](=[CH:50][CH:51]=[C:52]([O:61][C@H:62]3[CH2:63][CH2:64][C@H:65]([C:68]([F:69])([F:70])[F:71])[CH2:66][CH2:67]3)[C:53]=2[C:57]([F:59])([F:60])[F:58])[CH:48]=1)([CH3:46])[CH2:41][CH2:42][C:43]([OH:45])=[O:44], predict the reactants needed to synthesize it. The reactants are: NC(C1C=CC2C(=CC=C(O[C@H]3CC[C@H](C(F)(F)F)CC3)C=2)C=1)(C)CCC(O)=O.C(O)(C(F)(F)F)=O.[N+:37]([C:40]([C:47]1[CH:56]=[CH:55][C:54]2[C:49](=[CH:50][CH:51]=[C:52]([O:61][C@H:62]3[CH2:67][CH2:66][C@H:65]([C:68]([F:71])([F:70])[F:69])[CH2:64][CH2:63]3)[C:53]=2[C:57]([F:60])([F:59])[F:58])[CH:48]=1)([CH3:46])[CH2:41][CH2:42][C:43]([OH:45])=[O:44])([O-])=O. (6) Given the product [C:10]([N:9]([CH2:16][C:17]1[CH:22]=[CH:21][C:20]([C:27]2[CH:32]=[CH:31][CH:30]=[CH:29][C:28]=2[C:33]2[N:37]([C:38]([C:51]3[CH:52]=[CH:53][CH:54]=[CH:55][CH:56]=3)([C:45]3[CH:46]=[CH:47][CH:48]=[CH:49][CH:50]=3)[C:39]3[CH:44]=[CH:43][CH:42]=[CH:41][CH:40]=3)[N:36]=[N:35][N:34]=2)=[CH:19][CH:18]=1)[C@H:5]([C:3]([O:2][CH3:1])=[O:4])[CH:6]([CH3:8])[CH3:7])(=[O:15])[CH2:11][CH2:12][CH2:13][CH3:14], predict the reactants needed to synthesize it. The reactants are: [CH3:1][O:2][C:3]([C@@H:5]([N:9]([CH2:16][C:17]1[CH:22]=[CH:21][C:20](B(O)O)=[CH:19][CH:18]=1)[C:10](=[O:15])[CH2:11][CH2:12][CH2:13][CH3:14])[CH:6]([CH3:8])[CH3:7])=[O:4].Br[C:27]1[CH:32]=[CH:31][CH:30]=[CH:29][C:28]=1[C:33]1[N:37]([C:38]([C:51]2[CH:56]=[CH:55][CH:54]=[CH:53][CH:52]=2)([C:45]2[CH:50]=[CH:49][CH:48]=[CH:47][CH:46]=2)[C:39]2[CH:44]=[CH:43][CH:42]=[CH:41][CH:40]=2)[N:36]=[N:35][N:34]=1.C([O-])([O-])=O.[K+].[K+].C1(C)C=CC=CC=1.